From a dataset of Catalyst prediction with 721,799 reactions and 888 catalyst types from USPTO. Predict which catalyst facilitates the given reaction. (1) Product: [CH2:50]([O:49][C:47](=[O:48])[NH:45][C@@H:21]1[CH2:22][C@H:23]([C:25](=[O:44])[N:26]([CH:41]2[CH2:42][CH2:43]2)[CH2:27][C:28]2[CH:33]=[CH:32][C:31]([CH3:34])=[C:30]([O:35][CH2:36][CH2:37][CH2:38][O:39][CH3:40])[CH:29]=2)[CH2:24][NH:19][CH2:20]1)[CH:51]([CH3:53])[CH3:52]. The catalyst class is: 23. Reactant: Cl.C1C2C(COC([N:19]3[CH2:24][C@@H:23]([C:25](=[O:44])[N:26]([CH:41]4[CH2:43][CH2:42]4)[CH2:27][C:28]4[CH:33]=[CH:32][C:31]([CH3:34])=[C:30]([O:35][CH2:36][CH2:37][CH2:38][O:39][CH3:40])[CH:29]=4)[CH2:22][C@@H:21]([NH2:45])[CH2:20]3)=O)C3C(=CC=CC=3)C=2C=CC=1.Cl[C:47]([O:49][CH2:50][CH:51]([CH3:53])[CH3:52])=[O:48]. (2) Reactant: [OH-].[K+].CC1C=CC(S([O:13][C:14]2[CH:19]=[CH:18][C:17]([Br:20])=[C:16]([O:21][CH2:22][CH:23]=[CH2:24])[CH:15]=2)(=O)=O)=CC=1. Product: [CH2:22]([O:21][C:16]1[CH:15]=[C:14]([OH:13])[CH:19]=[CH:18][C:17]=1[Br:20])[CH:23]=[CH2:24]. The catalyst class is: 88. (3) Reactant: I[CH2:2][CH2:3][C:4]([C:10]([F:13])([F:12])[F:11])([F:9])[C:5]([F:8])([F:7])[F:6].NC(N)=[S:16].[OH-].[Na+]. Product: [F:9][C:4]([C:10]([F:13])([F:12])[F:11])([C:5]([F:8])([F:7])[F:6])[CH2:3][CH2:2][SH:16]. The catalyst class is: 8. (4) Reactant: [Cl:1][C:2]1[C:3]([N:8]2[C:12]([C:13](Cl)=[O:14])=[CH:11][C:10]([C:16]([F:19])([F:18])[F:17])=[N:9]2)=[N:4][CH:5]=[CH:6][CH:7]=1.[NH2:20][C:21]1[N:29]=[CH:28][CH:27]=[CH:26][C:22]=1[C:23](O)=[O:24].C(N(CC)CC)C.CS(Cl)(=O)=O. Product: [Cl:1][C:2]1[C:3]([N:8]2[C:12]([C:13]3[O:14][C:23](=[O:24])[C:22]4[CH:26]=[CH:27][CH:28]=[N:29][C:21]=4[N:20]=3)=[CH:11][C:10]([C:16]([F:19])([F:18])[F:17])=[N:9]2)=[N:4][CH:5]=[CH:6][CH:7]=1. The catalyst class is: 10.